This data is from NCI-60 drug combinations with 297,098 pairs across 59 cell lines. The task is: Regression. Given two drug SMILES strings and cell line genomic features, predict the synergy score measuring deviation from expected non-interaction effect. Drug 1: CN(CC1=CN=C2C(=N1)C(=NC(=N2)N)N)C3=CC=C(C=C3)C(=O)NC(CCC(=O)O)C(=O)O. Drug 2: COC1=C2C(=CC3=C1OC=C3)C=CC(=O)O2. Cell line: HCT116. Synergy scores: CSS=60.6, Synergy_ZIP=3.89, Synergy_Bliss=0.612, Synergy_Loewe=0.0159, Synergy_HSA=0.185.